This data is from Catalyst prediction with 721,799 reactions and 888 catalyst types from USPTO. The task is: Predict which catalyst facilitates the given reaction. (1) Reactant: [O:1]1[CH2:4][CH:3]([OH:5])[CH2:2]1.[C:6]1([CH3:16])[CH:11]=[CH:10][C:9]([S:12](Cl)(=[O:14])=[O:13])=[CH:8][CH:7]=1. Product: [O:1]1[CH2:4][CH:3]([O:5][S:12]([C:9]2[CH:10]=[CH:11][C:6]([CH3:16])=[CH:7][CH:8]=2)(=[O:14])=[O:13])[CH2:2]1. The catalyst class is: 17. (2) Reactant: [N:1]1(C([N:8]2[CH:12]=[CH:11][N:10]=[CH:9]2)=N)C=CN=[CH:2]1.[NH2:13][C:14]1[CH:19]=[CH:18][C:17]([CH3:20])=[CH:16][C:15]=1[OH:21]. Product: [CH3:20][C:17]1[CH:18]=[CH:12][C:11]2[N:10]=[C:9]([NH2:8])[O:21][C:15]=2[CH:16]=1.[O:21]1[C:15]2[CH:16]=[CH:17][CH:18]=[CH:19][C:14]=2[N:13]=[C:2]1[NH2:1]. The catalyst class is: 1. (3) Reactant: [Cl:1][C:2]1[C:3]([CH3:11])=[C:4]([CH:8]=[CH:9][CH:10]=1)[C:5]([OH:7])=[O:6].[CH:12](OC)(OC)OC. Product: [CH3:12][O:6][C:5](=[O:7])[C:4]1[CH:8]=[CH:9][CH:10]=[C:2]([Cl:1])[C:3]=1[CH3:11]. The catalyst class is: 5. (4) Reactant: Cl[C:2]1[N:7]=[C:6]([C:8]([F:11])([F:10])[F:9])[N:5]=[C:4]([C:12]2[CH:13]=[C:14]([S:18]([NH2:21])(=[O:20])=[O:19])[CH:15]=[CH:16][CH:17]=2)[C:3]=1[C:22]1[CH:27]=[CH:26][CH:25]=[CH:24][CH:23]=1.[N+:28]([C:31]1[CH:32]=[CH:33][C:34]([N:37]2[CH2:42][CH2:41][NH:40][CH2:39][CH2:38]2)=[N:35][CH:36]=1)([O-:30])=[O:29]. The catalyst class is: 17. Product: [N+:28]([C:31]1[CH:32]=[CH:33][C:34]([N:37]2[CH2:38][CH2:39][N:40]([C:2]3[N:7]=[C:6]([C:8]([F:11])([F:10])[F:9])[N:5]=[C:4]([C:12]4[CH:13]=[C:14]([S:18]([NH2:21])(=[O:20])=[O:19])[CH:15]=[CH:16][CH:17]=4)[C:3]=3[C:22]3[CH:27]=[CH:26][CH:25]=[CH:24][CH:23]=3)[CH2:41][CH2:42]2)=[N:35][CH:36]=1)([O-:30])=[O:29]. (5) Reactant: [Cl:1][C:2]1[CH:11]=[C:10]2[C:5]([CH2:6][CH2:7][N:8]([S:12]([CH2:15][CH:16](O)[CH2:17][CH2:18][C:19]3[CH:20]=[N:21][CH:22]=[CH:23][CH:24]=3)(=[O:14])=[O:13])[CH2:9]2)=[CH:4][CH:3]=1.CCN(CC)CC.CS(Cl)(=O)=O. Product: [Cl:1][C:2]1[CH:11]=[C:10]2[C:5]([CH2:6][CH2:7][N:8]([S:12]([CH:15]=[CH:16][CH2:17][CH2:18][C:19]3[CH:20]=[N:21][CH:22]=[CH:23][CH:24]=3)(=[O:14])=[O:13])[CH2:9]2)=[CH:4][CH:3]=1. The catalyst class is: 76. (6) Reactant: Cl[CH2:2][C:3]([C:7]1[CH:12]=[CH:11][C:10]([F:13])=[C:9]([F:14])[CH:8]=1)([OH:6])[CH2:4]Cl.C(=O)(O)[O-].[Na+].[CH:20]([NH2:24])([CH2:22][CH3:23])[CH3:21]. Product: [CH:20]([N:24]1[CH2:4][C:3]([C:7]2[CH:12]=[CH:11][C:10]([F:13])=[C:9]([F:14])[CH:8]=2)([OH:6])[CH2:2]1)([CH2:22][CH3:23])[CH3:21]. The catalyst class is: 10.